Predict the product of the given reaction. From a dataset of Forward reaction prediction with 1.9M reactions from USPTO patents (1976-2016). (1) Given the reactants Br[C:2]1[CH:3]=[CH:4][C:5]([CH2:8][CH2:9][CH3:10])=[N:6][CH:7]=1.[CH2:11](C([Sn])=C(CCCC)CCCC)[CH2:12]CC, predict the reaction product. The product is: [CH2:8]([C:5]1[CH:4]=[CH:3][C:2]([CH:11]=[CH2:12])=[CH:7][N:6]=1)[CH2:9][CH3:10]. (2) Given the reactants BrC1C=CC(O)=C(C2(O)C3C(=CC=CC=3)N(CCCCC)C2=O)C=1.O[C:26]1([C:41]2[CH:46]=[C:45]([C:47]([F:50])([F:49])[F:48])[CH:44]=[CH:43][C:42]=2[OH:51])[C:34]2[C:29](=[CH:30][CH:31]=[CH:32][CH:33]=2)[N:28]([CH2:35][CH2:36][CH2:37][CH2:38][CH3:39])[C:27]1=[O:40], predict the reaction product. The product is: [OH:51][C:42]1[CH:43]=[CH:44][C:45]([C:47]([F:48])([F:49])[F:50])=[CH:46][C:41]=1[CH:26]1[C:34]2[C:29](=[CH:30][CH:31]=[CH:32][CH:33]=2)[N:28]([CH2:35][CH2:36][CH2:37][CH2:38][CH3:39])[C:27]1=[O:40]. (3) Given the reactants [CH3:1][O:2][C:3]([C:5]1[O:6][C:7]([C:10]2[CH:15]=[CH:14][CH:13]=[C:12]([NH2:16])[C:11]=2[OH:17])=[CH:8][CH:9]=1)=[O:4].[N:18]([O-])=O.[Na+].[CH2:22]1[C:30]2[C:25](=[CH:26][C:27]([N:31]3[C:35](=[O:36])[CH2:34][C:33]([CH3:37])=[N:32]3)=[CH:28][CH:29]=2)[CH2:24][CH2:23]1.C(=O)(O)[O-].[Na+], predict the reaction product. The product is: [CH3:1][O:2][C:3]([C:5]1[O:6][C:7]([C:10]2[CH:15]=[CH:14][CH:13]=[C:12]([NH:16][N:18]=[C:34]3[C:35](=[O:36])[N:31]([C:27]4[CH:26]=[C:25]5[C:30](=[CH:29][CH:28]=4)[CH2:22][CH2:23][CH2:24]5)[N:32]=[C:33]3[CH3:37])[C:11]=2[OH:17])=[CH:8][CH:9]=1)=[O:4].